Dataset: Full USPTO retrosynthesis dataset with 1.9M reactions from patents (1976-2016). Task: Predict the reactants needed to synthesize the given product. Given the product [OH:26][C:3]1[NH:2][C:10]2[C:5]([C:4]=1[C:13]1[CH:18]=[CH:17][C:16]([CH2:19][N:20]3[CH2:21][CH2:22][O:23][CH2:24][CH2:25]3)=[CH:15][N:14]=1)=[CH:6][C:7]([C:11]#[N:12])=[CH:8][CH:9]=2, predict the reactants needed to synthesize it. The reactants are: O[N:2]1[C:10]2[C:5](=[CH:6][C:7]([C:11]#[N:12])=[CH:8][CH:9]=2)[C:4]([C:13]2[CH:18]=[CH:17][C:16]([CH2:19][N:20]3[CH2:25][CH2:24][O:23][CH2:22][CH2:21]3)=[CH:15][N:14]=2)=[C:3]1[OH:26].C(O)(C)C.